Dataset: Full USPTO retrosynthesis dataset with 1.9M reactions from patents (1976-2016). Task: Predict the reactants needed to synthesize the given product. (1) Given the product [NH2:25][CH2:24][C:19]1[C:16]2[CH2:17][CH2:18][N:12]([C:10]([O:9][C:5]([CH3:7])([CH3:6])[CH3:8])=[O:11])[CH2:13][CH2:14][C:15]=2[CH:22]=[CH:21][C:20]=1[Cl:23], predict the reactants needed to synthesize it. The reactants are: B.CSC.[C:5]([O:9][C:10]([N:12]1[CH2:18][CH2:17][C:16]2[C:19]([C:24]#[N:25])=[C:20]([Cl:23])[CH:21]=[CH:22][C:15]=2[CH2:14][CH2:13]1)=[O:11])([CH3:8])([CH3:7])[CH3:6]. (2) Given the product [NH2:20][C@H:16]1[CH2:17][CH2:18][CH2:19][N:14]([C:13]2[C:12]([NH:28][C:29]([C:31]3[CH:36]=[CH:35][C:34]([F:37])=[C:33]([C:38]4[C:39]([F:47])=[CH:40][C:41]([S:45][CH3:46])=[CH:42][C:43]=4[F:44])[N:32]=3)=[O:30])=[CH:11][N:10]=[C:9]3[CH:5]([OH:4])[CH2:6][CH2:7][C:8]=23)[CH2:15]1, predict the reactants needed to synthesize it. The reactants are: C([O:4][CH:5]1[C:9]2=[N:10][CH:11]=[C:12]([NH:28][C:29]([C:31]3[CH:36]=[CH:35][C:34]([F:37])=[C:33]([C:38]4[C:43]([F:44])=[CH:42][C:41]([S:45][CH3:46])=[CH:40][C:39]=4[F:47])[N:32]=3)=[O:30])[C:13]([N:14]3[CH2:19][CH2:18][CH2:17][C@H:16]([NH:20]C(OC(C)(C)C)=O)[CH2:15]3)=[C:8]2[CH2:7][CH2:6]1)(=O)C.[OH-].[Na+].C(O)(C(F)(F)F)=O. (3) Given the product [CH3:10][O:9][C:5]1[CH:4]=[CH:3][C:2]([C:14]#[C:13][CH2:12][CH2:11][OH:15])=[CH:7][C:6]=1[CH3:8], predict the reactants needed to synthesize it. The reactants are: Br[C:2]1[CH:3]=[CH:4][C:5]([O:9][CH3:10])=[C:6]([CH3:8])[CH:7]=1.[CH2:11]([OH:15])[CH2:12][C:13]#[CH:14].C(N(CC)CC)C.O. (4) Given the product [CH2:1]([O:3][C:4]1[CH:5]=[C:6]([C:13]2[N:14]([CH3:19])[CH:15]=[N:16][N:17]=2)[CH:7]=[CH:8][C:9]=1[N+:10]([O-:12])=[O:11])[CH3:2], predict the reactants needed to synthesize it. The reactants are: [CH2:1]([O:3][C:4]1[CH:5]=[C:6]([C:13]2[N:14]([CH3:19])[C:15](S)=[N:16][N:17]=2)[CH:7]=[CH:8][C:9]=1[N+:10]([O-:12])=[O:11])[CH3:2].ClCCl.OO.[OH-].[Na+]. (5) Given the product [C:1]([O:5][C:6](=[O:18])[CH2:7][N:8]1[C:16]2[C:11](=[CH:12][CH:13]=[C:14]([O:17][CH2:20][C:21]3[CH:25]=[C:24]([C:26]4[CH:27]=[CH:28][C:29]([C:32]([F:34])([F:33])[F:35])=[CH:30][CH:31]=4)[NH:23][N:22]=3)[CH:15]=2)[CH:10]=[CH:9]1)([CH3:4])([CH3:2])[CH3:3], predict the reactants needed to synthesize it. The reactants are: [C:1]([O:5][C:6](=[O:18])[CH2:7][N:8]1[C:16]2[C:11](=[CH:12][CH:13]=[C:14]([OH:17])[CH:15]=2)[CH:10]=[CH:9]1)([CH3:4])([CH3:3])[CH3:2].Cl[CH2:20][C:21]1[CH:25]=[C:24]([C:26]2[CH:31]=[CH:30][C:29]([C:32]([F:35])([F:34])[F:33])=[CH:28][CH:27]=2)[NH:23][N:22]=1.C(=O)([O-])[O-].[Cs+].[Cs+].[I-].[K+]. (6) The reactants are: Br[C:2]1[CH:7]=[C:6]([O:8][CH2:9][CH3:10])[CH:5]=[CH:4][C:3]=1[CH3:11].C([O-])(=O)C.[K+].[CH3:17][C:18]1([CH3:34])[C:22]([CH3:24])([CH3:23])[O:21][B:20]([B:20]2[O:21][C:22]([CH3:24])([CH3:23])[C:18]([CH3:34])([CH3:17])[O:19]2)[O:19]1.C(Cl)Cl. Given the product [CH2:9]([O:8][C:6]1[CH:5]=[CH:4][C:3]([CH3:11])=[C:2]([B:20]2[O:21][C:22]([CH3:24])([CH3:23])[C:18]([CH3:34])([CH3:17])[O:19]2)[CH:7]=1)[CH3:10], predict the reactants needed to synthesize it. (7) Given the product [NH2:7][CH2:8][CH2:9][CH2:10][N:11]1[C:20]2[CH:19]=[CH:18][C:17]([NH:21][C:40](=[O:49])[CH3:39])=[CH:16][C:15]=2[C:14]2=[N:22][NH:23][C:24]([CH3:25])=[C:13]2[C:12]1=[O:32], predict the reactants needed to synthesize it. The reactants are: C(OC(=O)[NH:7][CH2:8][CH2:9][CH2:10][N:11]1[C:20]2[CH:19]=[CH:18][C:17]([NH2:21])=[CH:16][C:15]=2[C:14]2=[N:22][N:23](C3CCCCO3)[C:24]([CH3:25])=[C:13]2[C:12]1=[O:32])(C)(C)C.NC1C=CC2N(CCCN)[C:40](=[O:49])[C:39]3=C(C)NN=C3C=2C=1. (8) Given the product [O:24]=[C:23]([NH:8][CH2:7][CH2:6][C:5]([O:4][CH2:2][CH3:3])=[O:9])[CH2:19][C:20]([O:21][CH2:15][CH3:16])=[O:27], predict the reactants needed to synthesize it. The reactants are: Cl.[CH2:2]([O:4][C:5](=[O:9])[CH2:6][CH2:7][NH2:8])[CH3:3].C(N([CH2:15][CH3:16])CC)C.C([CH:19]([C:23](Cl)=[O:24])[C:20](Cl)=[O:21])C.C(=O)([O-])[O-:27].[K+].[K+]. (9) Given the product [OH:6][CH2:7][CH2:8][C:9]1([S:12]([NH:15][C:16]2[C:21]([NH:22][C:23]3[CH:28]=[CH:27][C:26]([I:29])=[CH:25][C:24]=3[F:30])=[C:20]([CH3:31])[C:19](=[O:32])[N:18]([CH3:33])[CH:17]=2)(=[O:14])=[O:13])[CH2:11][CH2:10]1, predict the reactants needed to synthesize it. The reactants are: C([Si](C)(C)[O:6][CH2:7][CH2:8][C:9]1([S:12]([NH:15][C:16]2[C:21]([NH:22][C:23]3[CH:28]=[CH:27][C:26]([I:29])=[CH:25][C:24]=3[F:30])=[C:20]([CH3:31])[C:19](=[O:32])[N:18]([CH3:33])[CH:17]=2)(=[O:14])=[O:13])[CH2:11][CH2:10]1)(C)(C)C.Cl.